From a dataset of Reaction yield outcomes from USPTO patents with 853,638 reactions. Predict the reaction yield, written as a fraction of the theoretical maximum amount of product (1.0 means a 100% yield; for example, 0.34 means a 34% yield). The reactants are [S:1]1([C:12]2[C:7](=[CH:8][CH:9]=[CH:10][CH:11]=2)[C:5](=[O:6])[NH:4]1)(=[O:3])=[O:2].[H-].[Na+].Br[CH2:16][CH2:17][CH2:18][CH2:19][O:20][C:21]1[CH:26]=[CH:25][C:24]([Cl:27])=[CH:23][CH:22]=1. The catalyst is CN(C=O)C. The product is [Cl:27][C:24]1[CH:25]=[CH:26][C:21]([O:20][CH2:19][CH2:18][CH2:17][CH2:16][N:4]2[C:5](=[O:6])[C:7]3[C:12](=[CH:11][CH:10]=[CH:9][CH:8]=3)[S:1]2(=[O:2])=[O:3])=[CH:22][CH:23]=1. The yield is 0.570.